Dataset: Reaction yield outcomes from USPTO patents with 853,638 reactions. Task: Predict the reaction yield, written as a fraction of the theoretical maximum amount of product (1.0 means a 100% yield; for example, 0.34 means a 34% yield). (1) The reactants are Br[C:2]1[CH:7]=[C:6]([C:8]([F:11])([F:10])[F:9])[CH:5]=[C:4]([F:12])[CH:3]=1.[Li]CCCC.[F:18][C:19]1[CH:26]=[CH:25][C:22]([C:23]#[N:24])=[CH:21][C:20]=1[C:27]([F:30])([F:29])[F:28].C[Si](Cl)(C)C.[CH2:36]([Mg]Cl)[C:37]1[CH:42]=[CH:41][CH:40]=[CH:39][CH:38]=1.C1COCC1. The catalyst is CCOCC. The product is [F:18][C:19]1[CH:26]=[CH:25][C:22]([C:23]([C:2]2[CH:7]=[C:6]([C:8]([F:11])([F:10])[F:9])[CH:5]=[C:4]([F:12])[CH:3]=2)([NH2:24])[CH2:36][C:37]2[CH:42]=[CH:41][CH:40]=[CH:39][CH:38]=2)=[CH:21][C:20]=1[C:27]([F:28])([F:29])[F:30]. The yield is 0.440. (2) The reactants are [OH:1][C:2]([C:41]1[S:42][CH:43]=[CH:44][CH:45]=1)([C:36]1[S:37][CH:38]=[CH:39][CH:40]=1)[C:3]([O:5][C@H:6]1[CH2:11][CH2:10][C@H:9]([N:12]([CH2:14][CH2:15][CH2:16][C:17]2[C:25]3[C:20](=[CH:21][CH:22]=[CH:23][CH:24]=3)[N:19]([CH2:26][CH2:27][O:28][Si](C(C)(C)C)(C)C)[CH:18]=2)[CH3:13])[CH2:8][CH2:7]1)=[O:4].Cl.C(OCC)(=O)C. The catalyst is C1COCC1. The product is [OH:1][C:2]([C:36]1[S:37][CH:38]=[CH:39][CH:40]=1)([C:41]1[S:42][CH:43]=[CH:44][CH:45]=1)[C:3]([O:5][C@H:6]1[CH2:11][CH2:10][C@H:9]([N:12]([CH2:14][CH2:15][CH2:16][C:17]2[C:25]3[C:20](=[CH:21][CH:22]=[CH:23][CH:24]=3)[N:19]([CH2:26][CH2:27][OH:28])[CH:18]=2)[CH3:13])[CH2:8][CH2:7]1)=[O:4]. The yield is 0.590.